This data is from Forward reaction prediction with 1.9M reactions from USPTO patents (1976-2016). The task is: Predict the product of the given reaction. (1) Given the reactants [F:1][C:2]1[CH:30]=[CH:29][C:5]([CH2:6][NH:7][C:8](=[O:28])[C:9]2[CH:14]=[CH:13][C:12]([S:15]([N:18]3[C:26]4[C:21](=[CH:22][CH:23]=[CH:24][CH:25]=4)[C:20](I)=[CH:19]3)(=[O:17])=[O:16])=[CH:11][CH:10]=2)=[CH:4][CH:3]=1.[Cl:31][C:32]1[CH:37]=[CH:36][CH:35]=[CH:34][C:33]=1B(O)O.C(Cl)Cl.C([O-])([O-])=O.[Na+].[Na+], predict the reaction product. The product is: [Cl:31][C:32]1[CH:37]=[CH:36][CH:35]=[CH:34][C:33]=1[C:20]1[C:21]2[C:26](=[CH:25][CH:24]=[CH:23][CH:22]=2)[N:18]([S:15]([C:12]2[CH:13]=[CH:14][C:9]([C:8]([NH:7][CH2:6][C:5]3[CH:29]=[CH:30][C:2]([F:1])=[CH:3][CH:4]=3)=[O:28])=[CH:10][CH:11]=2)(=[O:17])=[O:16])[CH:19]=1. (2) Given the reactants [F:1][C:2]1[CH:7]=[CH:6][CH:5]=[C:4]([F:8])[C:3]=1[C:9]1([C:18]([O:20][CH3:21])=[O:19])[N:13]=[C:12]2[CH:14]=[CH:15][CH:16]=[CH:17][C:11]2=[N:10]1.[F:22][C:23]1[CH:28]=[CH:27][CH:26]=[C:25]([F:29])[C:24]=1[CH2:30]Br, predict the reaction product. The product is: [F:22][C:23]1[CH:28]=[CH:27][CH:26]=[C:25]([F:29])[C:24]=1[CH2:30][N:13]1[C:12]2[CH:14]=[CH:15][CH:16]=[CH:17][C:11]=2[NH:10][C:9]1([C:3]1[C:4]([F:8])=[CH:5][CH:6]=[CH:7][C:2]=1[F:1])[C:18]([O:20][CH3:21])=[O:19]. (3) Given the reactants [CH2:1]([C:4]1[C:13]([N:14]([C@H:17]2[CH2:22][CH2:21][C@H:20]([NH:23][C:24]([O:26][C:27]([CH3:30])([CH3:29])[CH3:28])=[O:25])[CH2:19][CH2:18]2)[CH2:15][CH3:16])=[CH:12][CH:11]=[CH:10][C:5]=1[C:6]([O:8]C)=[O:7])[CH:2]=[CH2:3].[OH-].[Na+].Cl, predict the reaction product. The product is: [CH2:1]([C:4]1[C:13]([N:14]([C@H:17]2[CH2:18][CH2:19][C@H:20]([NH:23][C:24]([O:26][C:27]([CH3:28])([CH3:30])[CH3:29])=[O:25])[CH2:21][CH2:22]2)[CH2:15][CH3:16])=[CH:12][CH:11]=[CH:10][C:5]=1[C:6]([OH:8])=[O:7])[CH:2]=[CH2:3]. (4) Given the reactants C(NC(Cl)=O)(C)C.[O:8]=[C:9]1[NH:13][C:12](=[O:14])/[C:11](=[CH:15]/[C:16]2[CH:17]=[CH:18][C:19]([F:41])=[C:20]([C:22]3[N:27]=[C:26]([N:28]4[CH2:34][CH2:33][CH2:32][N:31]([C:35]([NH:37][CH:38]([CH3:40])[CH3:39])=[O:36])[CH2:30][CH2:29]4)[CH:25]=[N:24][CH:23]=3)[CH:21]=2)/[S:10]1, predict the reaction product. The product is: [O:8]=[C:9]1[NH:13][C:12](=[O:14])[C:11](=[CH:15][C:16]2[CH:17]=[CH:18][C:19]([F:41])=[C:20]([C:22]3[N:27]=[C:26]([N:28]4[CH2:34][CH2:33][CH2:32][N:31]([C:35]([NH:37][CH:38]([CH3:39])[CH3:40])=[O:36])[CH2:30][CH2:29]4)[CH:25]=[N:24][CH:23]=3)[CH:21]=2)[S:10]1.